From a dataset of Forward reaction prediction with 1.9M reactions from USPTO patents (1976-2016). Predict the product of the given reaction. (1) Given the reactants C([O:3][C:4](=O)[C:5]([N:8]1[CH2:11][C:10]([C:13]2[N:14]([CH3:39])[C:15]3[C:20]([N:21]=2)=[C:19]([N:22]2[CH2:27][CH2:26][O:25][CH2:24][CH2:23]2)[N:18]=[C:17]([N:28]2[C:32]4[CH:33]=[CH:34][CH:35]=[CH:36][C:31]=4[N:30]=[C:29]2[CH2:37][CH3:38])[N:16]=3)([F:12])[CH2:9]1)([CH3:7])[CH3:6])C.[BH4-].[Na+], predict the reaction product. The product is: [CH2:37]([C:29]1[N:28]([C:17]2[N:16]=[C:15]3[C:20]([N:21]=[C:13]([C:10]4([F:12])[CH2:9][N:8]([C:5]([CH3:7])([CH3:6])[CH2:4][OH:3])[CH2:11]4)[N:14]3[CH3:39])=[C:19]([N:22]3[CH2:27][CH2:26][O:25][CH2:24][CH2:23]3)[N:18]=2)[C:32]2[CH:33]=[CH:34][CH:35]=[CH:36][C:31]=2[N:30]=1)[CH3:38]. (2) Given the reactants [F:1][C:2]1[CH:22]=[CH:21][C:5]([CH2:6][C@@H:7]2[CH2:12][CH2:11][CH2:10][N:9]([CH2:13][C@@H:14]3[CH2:19][CH2:18][O:17][CH2:16][C@H:15]3[NH2:20])[CH2:8]2)=[CH:4][CH:3]=1.C1([O:29][C:30](=O)[NH:31][C:32]2[CH:37]=[CH:36][CH:35]=[C:34]([C:38]3[N:42]([CH3:43])[N:41]=[N:40][N:39]=3)[CH:33]=2)C=CC=CC=1, predict the reaction product. The product is: [F:1][C:2]1[CH:3]=[CH:4][C:5]([CH2:6][C@@H:7]2[CH2:12][CH2:11][CH2:10][N:9]([CH2:13][C@@H:14]3[CH2:19][CH2:18][O:17][CH2:16][C@H:15]3[NH:20][C:30]([NH:31][C:32]3[CH:37]=[CH:36][CH:35]=[C:34]([C:38]4[N:42]([CH3:43])[N:41]=[N:40][N:39]=4)[CH:33]=3)=[O:29])[CH2:8]2)=[CH:21][CH:22]=1. (3) The product is: [NH:57]([CH2:58][CH2:59][CH2:60][CH2:61][NH:62][C:9]([C@H:10]([NH:11][C:12]([CH2:80][CH2:81][CH2:82][C:83]([OH:85])=[O:84])=[O:14])[CH2:29][C:30]1[CH:31]=[CH:32][CH:33]=[CH:34][CH:35]=1)=[O:36])[C:56]([NH2:55])=[NH:70]. Given the reactants FC1C(O[C:9](=[O:36])[C@@H:10]([CH2:29][C:30]2[CH:35]=[CH:34][CH:33]=[CH:32][CH:31]=2)[NH:11][C:12]([O:14]CC2C3C(=CC=CC=3)C3C2=CC=CC=3)=O)=C(F)C(F)=C(F)C=1F.C(N(CC)CC)C.C(OC([NH:55][C:56](=[NH:70])[N:57](C(OC(C)(C)C)=O)[CH2:58][CH2:59][CH2:60][CH2:61][NH2:62])=O)(C)(C)C.NCC1CCNCC1.C1(=O)[O:85][C:83](=[O:84])[CH2:82][CH2:81][CH2:80]1, predict the reaction product. (4) Given the reactants [C:1]([C:5]1[CH:6]=[C:7]([CH:10]=[C:11]([C:14]([CH3:17])([CH3:16])[CH3:15])[C:12]=1[OH:13])[CH:8]=O)([CH3:4])([CH3:3])[CH3:2].[S:18]([CH2:24][C:25]#[N:26])([CH2:21][C:22]#[N:23])(=[O:20])=[O:19], predict the reaction product. The product is: [C:1]([C:5]1[CH:6]=[C:7](/[CH:8]=[C:21](/[S:18]([CH2:24][C:25]#[N:26])(=[O:20])=[O:19])\[C:22]#[N:23])[CH:10]=[C:11]([C:14]([CH3:17])([CH3:16])[CH3:15])[C:12]=1[OH:13])([CH3:4])([CH3:3])[CH3:2]. (5) Given the reactants [OH2:1].O.O.O.[Al:5], predict the reaction product. The product is: [O-2:1].[O-2:1].[O-2:1].[O-2:1].[O-2:1].[O-2:1].[O-2:1].[O-2:1].[Al+3:5].[OH2:1].[OH2:1].[OH2:1].[OH2:1].[Al:5]. (6) Given the reactants [OH:1][NH:2][C:3]([C:5]1[CH:29]=[CH:28][C:8]2[N:9]([CH2:23][CH2:24][CH:25]([CH3:27])[CH3:26])[C:10]([CH2:12][N:13]3[C:17]4[CH:18]=[CH:19][CH:20]=[CH:21][C:16]=4[NH:15][C:14]3=[O:22])=[N:11][C:7]=2[CH:6]=1)=[NH:4].[C:30](Cl)(Cl)=[O:31], predict the reaction product. The product is: [CH3:27][CH:25]([CH3:26])[CH2:24][CH2:23][N:9]1[C:8]2[CH:28]=[CH:29][C:5]([C:3]3[NH:4][C:30](=[O:31])[O:1][N:2]=3)=[CH:6][C:7]=2[N:11]=[C:10]1[CH2:12][N:13]1[C:17]2[CH:18]=[CH:19][CH:20]=[CH:21][C:16]=2[NH:15][C:14]1=[O:22]. (7) Given the reactants [OH-].[K+].C(O)(C)C.Cl[CH2:8][C:9]([N:11]([CH2:15][CH:16]([OH:25])[C:17]1[CH:22]=[CH:21][CH:20]=[C:19]([O:23][CH3:24])[CH:18]=1)[CH2:12][CH2:13][CH3:14])=[O:10], predict the reaction product. The product is: [CH3:24][O:23][C:19]1[CH:18]=[C:17]([CH:16]2[CH2:15][N:11]([CH2:12][CH2:13][CH3:14])[C:9](=[O:10])[CH2:8][O:25]2)[CH:22]=[CH:21][CH:20]=1. (8) Given the reactants [CH2:1]([O:8][C:9]([NH:11][C@@H:12]([CH2:20][S:21][CH2:22][C@H:23]([N:28]=[N+]=[N-])[CH2:24][N:25]=[N+]=[N-])[C:13]([O:15][C:16]([CH3:19])([CH3:18])[CH3:17])=[O:14])=[O:10])[C:2]1[CH:7]=[CH:6][CH:5]=[CH:4][CH:3]=1, predict the reaction product. The product is: [CH2:1]([O:8][C:9]([NH:11][C@@H:12]([CH2:20][S:21][CH2:22][C@H:23]([NH2:28])[CH2:24][NH2:25])[C:13]([O:15][C:16]([CH3:17])([CH3:18])[CH3:19])=[O:14])=[O:10])[C:2]1[CH:3]=[CH:4][CH:5]=[CH:6][CH:7]=1.